This data is from Full USPTO retrosynthesis dataset with 1.9M reactions from patents (1976-2016). The task is: Predict the reactants needed to synthesize the given product. (1) Given the product [CH:1]1([C:4]2[NH:25][C:7]3[N:8]=[N:9][C:10]([CH2:12][CH2:13][CH2:14][CH2:15][N:16]4[CH:20]=[C:19]([C:21]([OH:23])=[O:22])[N:18]=[N:17]4)=[CH:11][C:6]=3[C:5]=2[C:40]2[CH:41]=[N:36][CH:37]=[N:38][CH:39]=2)[CH2:3][CH2:2]1, predict the reactants needed to synthesize it. The reactants are: [CH:1]1([C:4]2[N:25](S(C3C=CC=CC=3)(=O)=O)[C:7]3[N:8]=[N:9][C:10]([CH2:12][CH2:13][CH2:14][CH2:15][N:16]4[CH:20]=[C:19]([C:21]([O:23]C)=[O:22])[N:18]=[N:17]4)=[CH:11][C:6]=3[C:5]=2I)[CH2:3][CH2:2]1.[N:36]1[CH:41]=[C:40](B(O)O)[CH:39]=[N:38][CH:37]=1.P([O-])([O-])([O-])=O.[K+].[K+].[K+].[Li+].[OH-]. (2) Given the product [C:9]1([C:15]#[C:16][C:17]([O:19][CH3:3])=[O:18])[CH:14]=[CH:13][CH:12]=[CH:11][CH:10]=1, predict the reactants needed to synthesize it. The reactants are: CI.[C:3]([O-])([O-])=O.[K+].[K+].[C:9]1([C:15]#[C:16][C:17]([OH:19])=[O:18])[CH:14]=[CH:13][CH:12]=[CH:11][CH:10]=1. (3) Given the product [OH:19][N:18]=[C:2]1[CH2:9][CH:8]2[N:10]([C:11]([O:13][C:14]([CH3:17])([CH3:16])[CH3:15])=[O:12])[CH:4]([CH2:5][O:6][CH2:7]2)[CH2:3]1, predict the reactants needed to synthesize it. The reactants are: O=[C:2]1[CH2:9][CH:8]2[N:10]([C:11]([O:13][C:14]([CH3:17])([CH3:16])[CH3:15])=[O:12])[CH:4]([CH2:5][O:6][CH2:7]2)[CH2:3]1.[NH2:18][OH:19].Cl. (4) Given the product [CH3:12][Si:13]([CH3:20])([CH3:19])[O:11][C:2]1[N:3]=[C:4]([O:10][Si:13]([CH3:20])([CH3:19])[CH3:12])[C:5]2[CH2:9][CH2:8][CH2:7][C:6]=2[N:1]=1, predict the reactants needed to synthesize it. The reactants are: [NH:1]1[C:6]2[CH2:7][CH2:8][CH2:9][C:5]=2[C:4](=[O:10])[NH:3][C:2]1=[O:11].[CH3:12][Si:13]([CH3:20])([CH3:19])N[Si:13]([CH3:20])([CH3:19])[CH3:12].S(=O)(=O)(O)O.